Dataset: Reaction yield outcomes from USPTO patents with 853,638 reactions. Task: Predict the reaction yield, written as a fraction of the theoretical maximum amount of product (1.0 means a 100% yield; for example, 0.34 means a 34% yield). (1) The reactants are [CH3:1][O:2][C:3]1[C:24]2[O:23][C:10]3[C:11](=[O:22])[N:12]([C@@H:14]([CH2:18][CH:19]([CH3:21])[CH3:20])[C:15]([OH:17])=O)[CH2:13][C:9]=3[CH2:8][C:7]=2[C:6]([O:25][CH3:26])=[CH:5][CH:4]=1.CN1CCOCC1.F[P-](F)(F)(F)(F)F.N1(OC(N(C)C)=[N+](C)C)C2N=CC=CC=2N=N1.[NH2:58][C:59]1[CH:64]=[CH:63][C:62]([Cl:65])=[CH:61][N:60]=1. The catalyst is O1CCCC1.O. The product is [Cl:65][C:62]1[CH:63]=[CH:64][C:59]([NH:58][C:15](=[O:17])[C@@H:14]([N:12]2[CH2:13][C:9]3[CH2:8][C:7]4[C:6]([O:25][CH3:26])=[CH:5][CH:4]=[C:3]([O:2][CH3:1])[C:24]=4[O:23][C:10]=3[C:11]2=[O:22])[CH2:18][CH:19]([CH3:21])[CH3:20])=[N:60][CH:61]=1. The yield is 0.162. (2) The reactants are [C:1]([O:5][C:6]([NH:8][C@H:9]([C:17]([OH:19])=[O:18])[CH2:10][C:11]1[CH:16]=[CH:15][CH:14]=[CH:13][CH:12]=1)=[O:7])([CH3:4])([CH3:3])[CH3:2].C(N=C=NC(C)C)(C)C.[Si:29]([O:36][C:37]1[CH:42]=[C:41]([O:43][Si:44]([C:47]([CH3:50])([CH3:49])[CH3:48])([CH3:46])[CH3:45])[CH:40]=[CH:39][C:38]=1[C@H:51]1[CH2:56][CH2:55][C@H:54](O)[CH2:53][CH2:52]1)([C:32]([CH3:35])([CH3:34])[CH3:33])([CH3:31])[CH3:30]. The catalyst is ClCCl. The product is [C:1]([O:5][C:6]([NH:8][C@H:9]([CH2:10][C:11]1[CH:16]=[CH:15][CH:14]=[CH:13][CH:12]=1)[C:17]([O:19][C@H:54]1[CH2:53][CH2:52][C@H:51]([C:38]2[CH:39]=[CH:40][C:41]([O:43][Si:44]([C:47]([CH3:49])([CH3:50])[CH3:48])([CH3:46])[CH3:45])=[CH:42][C:37]=2[O:36][Si:29]([C:32]([CH3:35])([CH3:34])[CH3:33])([CH3:30])[CH3:31])[CH2:56][CH2:55]1)=[O:18])=[O:7])([CH3:4])([CH3:2])[CH3:3]. The yield is 1.00. (3) The reactants are [F:1][C:2]([F:40])([F:39])[C:3]1[CH:4]=[C:5]([CH:32]=[C:33]([C:35]([F:38])([F:37])[F:36])[CH:34]=1)[CH2:6][N:7]([CH2:11][C:12]1[CH:13]=[C:14]2[C:29]([CH3:30])=[N:28][N:27]([CH3:31])[C:15]2=[N:16][C:17]=1[N:18]([CH2:21][CH:22]1[CH2:26][CH2:25][CH2:24][CH2:23]1)[CH2:19][CH3:20])[C:8]([NH2:10])=[O:9]. The catalyst is C(O)(C)(C)C. The product is [F:40][C:2]([F:39])([F:1])[C:3]1[CH:4]=[C:5]([CH:32]=[C:33]([C:35]([F:37])([F:38])[F:36])[CH:34]=1)[CH2:6][N:7]([CH2:11][C:12]1[CH:13]=[C:14]2[C:29]([CH3:30])=[N:28][N:27]([CH3:31])[C:15]2=[N:16][C:17]=1[N:18]([CH2:21][CH:22]1[CH2:26][CH2:25][CH2:24][CH2:23]1)[CH2:19][CH3:20])[C:8]1[O:9][CH:34]=[C:3]([C:2]([F:40])([F:39])[F:1])[N:10]=1. The yield is 0.200.